Dataset: Full USPTO retrosynthesis dataset with 1.9M reactions from patents (1976-2016). Task: Predict the reactants needed to synthesize the given product. (1) Given the product [CH3:16][C:17]1([O:20][S:2](=[O:3])(=[O:4])[NH2:5])[CH2:19][CH2:18]1, predict the reactants needed to synthesize it. The reactants are: Cl[S:2]([N:5]=C=O)(=[O:4])=[O:3].C(O)=O.S(Cl)(=O)(=O)N.[CH3:16][C:17]1([OH:20])[CH2:19][CH2:18]1. (2) Given the product [CH2:21]([C@H:8]([NH:7][C:6]([C@@H:54]([NH:58][C:59]([C@@H:60]([NH:62][C:63]([C:65]1[CH2:66][C:67]2[C:72]([C:73]=1[CH3:74])=[CH:71][CH:70]=[CH:69][CH:68]=2)=[O:64])[CH3:61])=[O:75])[CH2:53][C:50]1[CH:49]=[CH:48][C:47]([O:46][CH3:45])=[CH:52][CH:51]=1)=[O:28])[CH:9]([C:11](=[O:20])[NH:12][CH2:13][C:14]1[CH:15]=[CH:16][CH:17]=[CH:18][CH:19]=1)[OH:10])[C:22]1[CH:23]=[CH:24][CH:25]=[CH:26][CH:27]=1, predict the reactants needed to synthesize it. The reactants are: C(O[C:6](=[O:28])[NH:7][C@@H:8]([CH2:21][C:22]1[CH:27]=[CH:26][CH:25]=[CH:24][CH:23]=1)[CH:9]([C:11](=[O:20])[NH:12][CH2:13][C:14]1[CH:19]=[CH:18][CH:17]=[CH:16][CH:15]=1)[OH:10])(C)(C)C.FC(F)(F)C(O)=O.C(N(CC)C(C)C)(C)C.[CH3:45][O:46][C:47]1[CH:52]=[CH:51][C:50]([CH2:53][C@H:54]([NH:58][C:59](=[O:75])[C@@H:60]([NH:62][C:63]([C:65]2[CH2:66][C:67]3[C:72]([C:73]=2[CH3:74])=[CH:71][CH:70]=[CH:69][CH:68]=3)=[O:64])[CH3:61])C(O)=O)=[CH:49][CH:48]=1.CN(C(ON1N=NC2C=CC=NC1=2)=[N+](C)C)C.F[P-](F)(F)(F)(F)F. (3) Given the product [NH2:26][C:27]1[CH:32]=[C:31]([C:2]2[C:3]([C:20]3[S:21][C:22]([Cl:25])=[CH:23][CH:24]=3)=[N:4][C:5]([NH:8][CH2:9][CH2:10][N:11]3[C:15]([CH3:17])([CH3:16])[C:14](=[O:18])[NH:13][C:12]3=[O:19])=[N:6][CH:7]=2)[CH:30]=[CH:29][CH:28]=1, predict the reactants needed to synthesize it. The reactants are: Br[C:2]1[C:3]([C:20]2[S:21][C:22]([Cl:25])=[CH:23][CH:24]=2)=[N:4][C:5]([NH:8][CH2:9][CH2:10][N:11]2[C:15]([CH3:17])([CH3:16])[C:14](=[O:18])[NH:13][C:12]2=[O:19])=[N:6][CH:7]=1.[NH2:26][C:27]1[CH:28]=[C:29](B(O)O)[CH:30]=[CH:31][CH:32]=1. (4) Given the product [CH2:15]([O:17][C:18]([C:20]1([CH2:34][O:14][C:11]2[CH:12]=[N:13][C:8]([C:5]3[CH:4]=[CH:3][C:2]([Cl:1])=[CH:7][CH:6]=3)=[CH:9][CH:10]=2)[CH2:24][CH2:23][N:22]([C:25](=[O:33])[C:26]2[CH:27]=[CH:28][C:29]([F:32])=[CH:30][CH:31]=2)[CH2:21]1)=[O:19])[CH3:16], predict the reactants needed to synthesize it. The reactants are: [Cl:1][C:2]1[CH:7]=[CH:6][C:5]([C:8]2[N:13]=[CH:12][C:11]([OH:14])=[CH:10][CH:9]=2)=[CH:4][CH:3]=1.[CH2:15]([O:17][C:18]([C:20]1([CH2:34]I)[CH2:24][CH2:23][N:22]([C:25](=[O:33])[C:26]2[CH:31]=[CH:30][C:29]([F:32])=[CH:28][CH:27]=2)[CH2:21]1)=[O:19])[CH3:16]. (5) Given the product [CH3:1][CH2:2][N:3]([CH2:6][CH2:7][NH:8][C:9]([C:11]1[C:12]([CH3:29])=[C:13](/[CH:17]=[C:18]2/[C:19]3[CH:20]=[C:21]([F:28])[CH:22]=[CH:23][C:24]=3[NH:25][C:26]/2=[O:27])[NH:14][C:15]=1[CH3:16])=[O:10])[CH2:4][CH3:5], predict the reactants needed to synthesize it. The reactants are: [CH3:1][CH2:2][N:3]([CH2:6][CH2:7][NH:8][C:9]([C:11]1[C:12]([CH3:29])=[C:13](/[CH:17]=[C:18]2/[C:19]3[CH:20]=[C:21]([F:28])[CH:22]=[CH:23][C:24]=3[NH:25][C:26]/2=[O:27])[NH:14][C:15]=1[CH3:16])=[O:10])[CH2:4][CH3:5].C([O-])(=O)C.C(OC(C)C)(C)C. (6) Given the product [F:17][C:18]1[C:26]2[C:22](=[CH:23][N:24]([CH3:27])[N:25]=2)[C:21](/[CH:28]=[CH:11]/[C:12]([O:14][CH2:15][CH3:16])=[O:13])=[CH:20][CH:19]=1, predict the reactants needed to synthesize it. The reactants are: [H-].[Na+].C(OP([CH2:11][C:12]([O:14][CH2:15][CH3:16])=[O:13])(OCC)=O)C.[F:17][C:18]1[C:26]2[C:22](=[CH:23][N:24]([CH3:27])[N:25]=2)[C:21]([CH:28]=O)=[CH:20][CH:19]=1.O.